Dataset: Catalyst prediction with 721,799 reactions and 888 catalyst types from USPTO. Task: Predict which catalyst facilitates the given reaction. Reactant: [NH2:1][C:2]1[N:3]=[C:4]([N:11]2[CH2:15][CH2:14][CH:13]([NH:16]C(=O)OC(C)(C)C)[CH2:12]2)[C:5]2[CH2:10][CH2:9][CH2:8][C:6]=2[N:7]=1.C(O)(C(F)(F)F)=O. Product: [NH2:16][CH:13]1[CH2:14][CH2:15][N:11]([C:4]2[C:5]3[CH2:10][CH2:9][CH2:8][C:6]=3[N:7]=[C:2]([NH2:1])[N:3]=2)[CH2:12]1. The catalyst class is: 2.